Predict the product of the given reaction. From a dataset of Forward reaction prediction with 1.9M reactions from USPTO patents (1976-2016). (1) Given the reactants [F:1][CH2:2][CH:3]1[CH2:8][CH2:7][N:6]([C:9]([N:11]2[CH2:17][C:16]3[CH:18]=[C:19](B(O)O)[CH:20]=[CH:21][C:15]=3[O:14][CH2:13][CH2:12]2)=[O:10])[CH2:5][CH2:4]1.Br[C:26]1[CH:27]=[CH:28][C:29]2[N:33]=[C:32]([NH:34][C:35](=[O:37])[CH3:36])[NH:31][C:30]=2[CH:38]=1.O1CCOCC1.CCN(C(C)C)C(C)C, predict the reaction product. The product is: [F:1][CH2:2][CH:3]1[CH2:8][CH2:7][N:6]([C:9]([N:11]2[CH2:17][C:16]3[CH:18]=[C:19]([C:26]4[CH:27]=[CH:28][C:29]5[NH:33][C:32]([NH:34][C:35](=[O:37])[CH3:36])=[N:31][C:30]=5[CH:38]=4)[CH:20]=[CH:21][C:15]=3[O:14][CH2:13][CH2:12]2)=[O:10])[CH2:5][CH2:4]1. (2) Given the reactants CC1(C)[O:7][CH2:6][CH:5]([C:8]2[CH:32]=[CH:31][C:11]([O:12][CH2:13][C:14]3[N:15]=[C:16]([CH:19]4[CH2:24][CH2:23][N:22]([C:25]5[N:30]=[CH:29][CH:28]=[CH:27][N:26]=5)[CH2:21][CH2:20]4)[S:17][CH:18]=3)=[CH:10][CH:9]=2)[CH2:4][O:3]1, predict the reaction product. The product is: [N:30]1[CH:29]=[CH:28][CH:27]=[N:26][C:25]=1[N:22]1[CH2:21][CH2:20][CH:19]([C:16]2[S:17][CH:18]=[C:14]([CH2:13][O:12][C:11]3[CH:10]=[CH:9][C:8]([CH:5]([CH2:6][OH:7])[CH2:4][OH:3])=[CH:32][CH:31]=3)[N:15]=2)[CH2:24][CH2:23]1. (3) Given the reactants [Cl:1][C:2]1[CH:7]=[CH:6][C:5]([C:8]2[N:9]=[C:10]([C:13]([OH:15])=O)[S:11][CH:12]=2)=[CH:4][CH:3]=1.C1N=CN(C(N2C=NC=C2)=O)C=1.[F:28][C:29]1[CH:30]=[C:31]([CH:34]=[C:35]([F:37])[CH:36]=1)[CH2:32][NH2:33], predict the reaction product. The product is: [F:28][C:29]1[CH:30]=[C:31]([CH:34]=[C:35]([F:37])[CH:36]=1)[CH2:32][NH:33][C:13]([C:10]1[S:11][CH:12]=[C:8]([C:5]2[CH:4]=[CH:3][C:2]([Cl:1])=[CH:7][CH:6]=2)[N:9]=1)=[O:15]. (4) Given the reactants [CH:1]([O:4][C:5]([C:7]1[CH:8]([C:35]2[CH:40]=[CH:39][CH:38]=[C:37]([N+:41]([O-:43])=[O:42])[CH:36]=2)[C:9]([C:15]([O:17][CH:18]2[CH2:21][N:20]([CH:22]([C:29]3[CH:34]=[CH:33][CH:32]=[CH:31][CH:30]=3)[C:23]3[CH:28]=[CH:27][CH:26]=[CH:25][CH:24]=3)[CH2:19]2)=[O:16])=[C:10]([NH2:14])[NH:11][C:12]=1[CH3:13])=[O:6])([CH3:3])[CH3:2].[BrH:44], predict the reaction product. The product is: [BrH:44].[BrH:44].[CH:1]([O:4][C:5]([C:7]1[CH:8]([C:35]2[CH:40]=[CH:39][CH:38]=[C:37]([N+:41]([O-:43])=[O:42])[CH:36]=2)[C:9]([C:15]([O:17][CH:18]2[CH2:19][N:20]([CH:22]([C:29]3[CH:34]=[CH:33][CH:32]=[CH:31][CH:30]=3)[C:23]3[CH:28]=[CH:27][CH:26]=[CH:25][CH:24]=3)[CH2:21]2)=[O:16])=[C:10]([NH2:14])[NH:11][C:12]=1[CH3:13])=[O:6])([CH3:3])[CH3:2].